From a dataset of Forward reaction prediction with 1.9M reactions from USPTO patents (1976-2016). Predict the product of the given reaction. (1) Given the reactants [CH2:1]([O:8][C:9](=[O:58])[NH:10]C1C(C(NC2C=NC=CC=2N2C[C@H](C)[C@H](N3C=CN=N3)[C@H](NC(OC(C)(C)C)=O)C2)=O)=NC2C(C=1)=CC=C(N1CCN(C)C(=O)C1)C=2)[C:2]1[CH:7]=[CH:6][CH:5]=[CH:4][CH:3]=1.[H][H], predict the reaction product. The product is: [C:9](=[O:58])([O:8][CH2:1][C:2]1[CH:3]=[CH:4][CH:5]=[CH:6][CH:7]=1)[NH2:10]. (2) The product is: [CH2:1]([O:8][C:9]([C:11]1[CH:20]=[CH:19][C:18]2[C:13](=[CH:14][CH:15]=[C:16]([NH:21][S:31]([C:30]([F:43])([F:42])[F:29])(=[O:33])=[O:32])[CH:17]=2)[CH:12]=1)=[O:10])[C:2]1[CH:3]=[CH:4][CH:5]=[CH:6][CH:7]=1. Given the reactants [CH2:1]([O:8][C:9]([C:11]1[CH:20]=[CH:19][C:18]2[C:13](=[CH:14][CH:15]=[C:16]([NH2:21])[CH:17]=2)[CH:12]=1)=[O:10])[C:2]1[CH:7]=[CH:6][CH:5]=[CH:4][CH:3]=1.C(N(CC)CC)C.[F:29][C:30]([F:43])([F:42])[S:31](O[S:31]([C:30]([F:43])([F:42])[F:29])(=[O:33])=[O:32])(=[O:33])=[O:32], predict the reaction product. (3) Given the reactants [CH3:1][O:2][C:3]([C:5]1[CH:6]([C:24]2[CH:29]=[CH:28][C:27]([C:30]#[N:31])=[CH:26][CH:25]=2)[N:7]=[C:8]([NH:22][NH2:23])[N:9]([C:12]2[CH:17]=[CH:16][CH:15]=[C:14]([C:18]([F:21])([F:20])[F:19])[CH:13]=2)[C:10]=1[CH3:11])=[O:4].C(N(CC)CC)C.Cl[C:40]([O:42][CH2:43]C)=[O:41], predict the reaction product. The product is: [CH3:1][O:2][C:3]([C:5]1[CH:6]([C:24]2[CH:25]=[CH:26][C:27]([C:30]#[N:31])=[CH:28][CH:29]=2)[N:7]=[C:8]([NH:22][NH:23][C:40]([O:42][CH3:43])=[O:41])[N:9]([C:12]2[CH:17]=[CH:16][CH:15]=[C:14]([C:18]([F:19])([F:20])[F:21])[CH:13]=2)[C:10]=1[CH3:11])=[O:4].